From a dataset of NCI-60 drug combinations with 297,098 pairs across 59 cell lines. Regression. Given two drug SMILES strings and cell line genomic features, predict the synergy score measuring deviation from expected non-interaction effect. (1) Drug 1: CNC(=O)C1=CC=CC=C1SC2=CC3=C(C=C2)C(=NN3)C=CC4=CC=CC=N4. Drug 2: CC1=C(C=C(C=C1)C(=O)NC2=CC(=CC(=C2)C(F)(F)F)N3C=C(N=C3)C)NC4=NC=CC(=N4)C5=CN=CC=C5. Cell line: HOP-62. Synergy scores: CSS=6.36, Synergy_ZIP=0.911, Synergy_Bliss=4.70, Synergy_Loewe=1.01, Synergy_HSA=1.77. (2) Drug 1: CCCS(=O)(=O)NC1=C(C(=C(C=C1)F)C(=O)C2=CNC3=C2C=C(C=N3)C4=CC=C(C=C4)Cl)F. Drug 2: CCC1=CC2CC(C3=C(CN(C2)C1)C4=CC=CC=C4N3)(C5=C(C=C6C(=C5)C78CCN9C7C(C=CC9)(C(C(C8N6C)(C(=O)OC)O)OC(=O)C)CC)OC)C(=O)OC.C(C(C(=O)O)O)(C(=O)O)O. Cell line: NCIH23. Synergy scores: CSS=38.8, Synergy_ZIP=2.44, Synergy_Bliss=4.04, Synergy_Loewe=-33.8, Synergy_HSA=1.37. (3) Drug 1: CC1CCC2CC(C(=CC=CC=CC(CC(C(=O)C(C(C(=CC(C(=O)CC(OC(=O)C3CCCCN3C(=O)C(=O)C1(O2)O)C(C)CC4CCC(C(C4)OC)O)C)C)O)OC)C)C)C)OC. Drug 2: C1=CC=C(C=C1)NC(=O)CCCCCCC(=O)NO. Cell line: K-562. Synergy scores: CSS=11.6, Synergy_ZIP=-3.68, Synergy_Bliss=-4.44, Synergy_Loewe=-8.49, Synergy_HSA=-4.41. (4) Drug 1: CC1=CC2C(CCC3(C2CCC3(C(=O)C)OC(=O)C)C)C4(C1=CC(=O)CC4)C. Drug 2: CS(=O)(=O)CCNCC1=CC=C(O1)C2=CC3=C(C=C2)N=CN=C3NC4=CC(=C(C=C4)OCC5=CC(=CC=C5)F)Cl. Cell line: RXF 393. Synergy scores: CSS=-1.72, Synergy_ZIP=2.55, Synergy_Bliss=5.43, Synergy_Loewe=-3.78, Synergy_HSA=-0.376. (5) Drug 1: CNC(=O)C1=NC=CC(=C1)OC2=CC=C(C=C2)NC(=O)NC3=CC(=C(C=C3)Cl)C(F)(F)F. Drug 2: CN(C(=O)NC(C=O)C(C(C(CO)O)O)O)N=O. Cell line: UACC62. Synergy scores: CSS=12.2, Synergy_ZIP=-3.14, Synergy_Bliss=-1.47, Synergy_Loewe=2.38, Synergy_HSA=0.795. (6) Drug 1: C1CC(=O)NC(=O)C1N2CC3=C(C2=O)C=CC=C3N. Drug 2: C(CC(=O)O)C(=O)CN.Cl. Cell line: SK-MEL-5. Synergy scores: CSS=11.1, Synergy_ZIP=-3.62, Synergy_Bliss=-0.611, Synergy_Loewe=-1.52, Synergy_HSA=-0.843.